Predict the reactants needed to synthesize the given product. From a dataset of Full USPTO retrosynthesis dataset with 1.9M reactions from patents (1976-2016). (1) Given the product [CH3:1][O:2][C:3]1[CH:4]=[CH:5][C:6]([C:9]2[O:13][C:12]([C:14]3[CH:15]=[C:16]([NH2:21])[C:17]([NH2:20])=[CH:18][CH:19]=3)=[N:11][N:10]=2)=[CH:7][CH:8]=1, predict the reactants needed to synthesize it. The reactants are: [CH3:1][O:2][C:3]1[CH:8]=[CH:7][C:6]([C:9]2[O:13][C:12]([C:14]3[CH:19]=[CH:18][C:17]([NH2:20])=[C:16]([N+:21]([O-])=O)[CH:15]=3)=[N:11][N:10]=2)=[CH:5][CH:4]=1. (2) Given the product [C:62]1([C:2]2[CH:3]=[N:4][C:5]([N:8]3[CH2:13][CH2:12][CH:11]([C:14]4[C:23]([CH:24]([F:35])[C:25]5[CH:30]=[CH:29][C:28]([C:31]([F:34])([F:33])[F:32])=[CH:27][CH:26]=5)=[C:22]([CH:36]5[CH2:41][CH2:40][C:39]([F:43])([F:42])[CH2:38][CH2:37]5)[C:21]5[CH:20]([O:44][CH2:45][C:46]6[CH:51]=[CH:50][C:49]([O:52][CH3:53])=[CH:48][CH:47]=6)[CH2:19][C:18]([CH3:55])([CH3:54])[CH2:17][C:16]=5[N:15]=4)[CH2:10][CH2:9]3)=[N:6][CH:7]=2)[CH2:67][CH2:66][CH2:65][CH2:64][CH:63]=1, predict the reactants needed to synthesize it. The reactants are: Br[C:2]1[CH:3]=[N:4][C:5]([N:8]2[CH2:13][CH2:12][CH:11]([C:14]3[C:23]([CH:24]([F:35])[C:25]4[CH:30]=[CH:29][C:28]([C:31]([F:34])([F:33])[F:32])=[CH:27][CH:26]=4)=[C:22]([CH:36]4[CH2:41][CH2:40][C:39]([F:43])([F:42])[CH2:38][CH2:37]4)[C:21]4[CH:20]([O:44][CH2:45][C:46]5[CH:51]=[CH:50][C:49]([O:52][CH3:53])=[CH:48][CH:47]=5)[CH2:19][C:18]([CH3:55])([CH3:54])[CH2:17][C:16]=4[N:15]=3)[CH2:10][CH2:9]2)=[N:6][CH:7]=1.C(O[Na])(C)(C)C.[CH:62]1(P([CH:62]2[CH2:67][CH2:66][CH2:65][CH2:64][CH2:63]2)C2C=CC=CC=2C2C(C(C)C)=CC(C(C)C)=CC=2C(C)C)[CH2:67][CH2:66][CH2:65][CH2:64][CH2:63]1.C1(B2OC(C)(C)C(C)(C)O2)CCCCC=1. (3) Given the product [F:1][C:2]1[CH:7]=[C:6]([N+:8]([O-:10])=[O:9])[CH:5]=[CH:4][C:3]=1[N:11]1[CH2:16][C@@H:15]([CH3:17])[N:14]([CH3:22])[CH2:13][C@@H:12]1[CH3:18], predict the reactants needed to synthesize it. The reactants are: [F:1][C:2]1[CH:7]=[C:6]([N+:8]([O-:10])=[O:9])[CH:5]=[CH:4][C:3]=1[N:11]1[CH2:16][C@@H:15]([CH3:17])[NH:14][CH2:13][C@@H:12]1[CH3:18].C=O.[BH3-][C:22]#N.[Na+].C(O)(=O)C. (4) Given the product [N:1]([C:2]1[C:9]([Br:10])=[CH:8][C:7]([Cl:11])=[CH:6][C:3]=1[CH:4]=[O:5])=[N+:17]=[N-:18], predict the reactants needed to synthesize it. The reactants are: [NH2:1][C:2]1[C:9]([Br:10])=[CH:8][C:7]([Cl:11])=[CH:6][C:3]=1[CH:4]=[O:5].Cl.N([O-])=O.[Na+].[N-:17]=[N+:18]=[N-].[Na+]. (5) Given the product [C:1]([O:5][C:6]([N:8]1[C@H:12]([C:13](=[O:54])[NH:14][C@:15]2([C:20]([NH:22][S:23]([C:26]3[CH:31]=[CH:30][CH:29]=[CH:28][C:27]=3[NH:32][CH2:33][CH2:34][CH2:35][CH2:36][CH2:37][CH2:38][CH2:39][C@@H:40]([C:41]([OH:43])=[O:42])[NH:45][C:46]([O:48][CH:49]3[CH2:53][CH2:52][CH2:51][CH2:50]3)=[O:47])(=[O:24])=[O:25])=[O:21])[CH2:17][C@H:16]2[CH:18]=[CH2:19])[CH2:11][C@@H:10]([O:55][C:56]([N:58]2[CH2:66][C:65]3[C:60](=[CH:61][CH:62]=[CH:63][C:64]=3[F:67])[CH2:59]2)=[O:57])[CH2:9]1)=[O:7])([CH3:2])([CH3:3])[CH3:4], predict the reactants needed to synthesize it. The reactants are: [C:1]([O:5][C:6]([N:8]1[C@H:12]([C:13](=[O:54])[NH:14][C@:15]2([C:20]([NH:22][S:23]([C:26]3[CH:31]=[CH:30][CH:29]=[CH:28][C:27]=3[NH:32][CH2:33][CH2:34][CH2:35][CH2:36][CH2:37][CH2:38][CH2:39][C@H:40]([NH:45][C:46]([O:48][CH:49]3[CH2:53][CH2:52][CH2:51][CH2:50]3)=[O:47])[C:41]([O:43]C)=[O:42])(=[O:25])=[O:24])=[O:21])[CH2:17][C@H:16]2[CH:18]=[CH2:19])[CH2:11][C@@H:10]([O:55][C:56]([N:58]2[CH2:66][C:65]3[C:60](=[CH:61][CH:62]=[CH:63][C:64]=3[F:67])[CH2:59]2)=[O:57])[CH2:9]1)=[O:7])([CH3:4])([CH3:3])[CH3:2].[Li+].[OH-].